Dataset: Full USPTO retrosynthesis dataset with 1.9M reactions from patents (1976-2016). Task: Predict the reactants needed to synthesize the given product. (1) Given the product [CH2:1]([O:8][CH2:9][C@H:10]1[CH2:15][CH2:14][C@H:13]2[C@H:16]3[C@H:26]([CH2:27][CH2:28][C@:11]12[CH3:12])[C@:24]1([CH3:25])[C@H:19]([CH2:20][C@H:21]([O:29][CH2:41][O:42][CH3:43])[CH2:22][CH2:23]1)[C@H:18]([O:30][CH3:31])[CH2:17]3)[C:2]1[CH:3]=[CH:4][CH:5]=[CH:6][CH:7]=1, predict the reactants needed to synthesize it. The reactants are: [CH2:1]([O:8][CH2:9][C@H:10]1[CH2:15][CH2:14][C@H:13]2[C@H:16]3[C@H:26]([CH2:27][CH2:28][C@:11]12[CH3:12])[C@:24]1([CH3:25])[C@H:19]([CH2:20][C@H:21]([OH:29])[CH2:22][CH2:23]1)[C@H:18]([O:30][CH3:31])[CH2:17]3)[C:2]1[CH:7]=[CH:6][CH:5]=[CH:4][CH:3]=1.CCN(C(C)C)C(C)C.[CH3:41][O:42][CH2:43]Cl.C([O-])(O)=O.[Na+]. (2) Given the product [F:23][C:24]1[CH:29]=[CH:28][CH:27]=[CH:26][C:25]=1[C:7]1[C:8](=[O:20])[N:9]2[C:13](=[C:14]([C:16]([OH:19])=[O:34])[CH:15]=1)[CH2:12][CH2:11][CH2:10]2, predict the reactants needed to synthesize it. The reactants are: FC(F)(F)S(O[C:7]1[C:8](=[O:20])[N:9]2[C:13](=[C:14]([C:16](=[O:19])CC)[CH:15]=1)[CH2:12][CH2:11][CH2:10]2)(=O)=O.[F:23][C:24]1[CH:29]=[CH:28][CH:27]=[CH:26][C:25]=1B(O)O.C([O-])([O-])=[O:34].[Na+].[Na+]. (3) Given the product [C:1]([O:5][C:6](=[O:42])[N:7]([CH2:15][C:16]1[CH:17]=[N:18][C:19]([C:22]2[S:30][C:29]3[C:24](=[N:25][CH:26]=[CH:27][C:28]=3[O:31][C:32]3[CH:37]=[CH:36][C:35]([NH2:38])=[CH:34][C:33]=3[F:41])[CH:23]=2)=[CH:20][CH:21]=1)[CH2:8][CH2:9][O:10][CH2:11][CH2:12][O:13][CH3:14])([CH3:4])([CH3:2])[CH3:3], predict the reactants needed to synthesize it. The reactants are: [C:1]([O:5][C:6](=[O:42])[N:7]([CH2:15][C:16]1[CH:17]=[N:18][C:19]([C:22]2[S:30][C:29]3[C:24](=[N:25][CH:26]=[CH:27][C:28]=3[O:31][C:32]3[CH:37]=[CH:36][C:35]([N+:38]([O-])=O)=[CH:34][C:33]=3[F:41])[CH:23]=2)=[CH:20][CH:21]=1)[CH2:8][CH2:9][O:10][CH2:11][CH2:12][O:13][CH3:14])([CH3:4])([CH3:3])[CH3:2].[Cl-].[NH4+]. (4) Given the product [Cl:11][C:12]1[CH:13]=[CH:14][C:15]([O:16][CH2:17][CH2:18][S:19][C:20]2[N:24]=[C:23]3[N:25]=[C:5]([CH3:6])[CH:4]=[C:3]([C:2]([F:10])([F:9])[F:1])[N:22]3[N:21]=2)=[CH:26][CH:27]=1, predict the reactants needed to synthesize it. The reactants are: [F:1][C:2]([F:10])([F:9])[C:3](=O)[CH2:4][C:5](=O)[CH3:6].[Cl:11][C:12]1[CH:27]=[CH:26][C:15]([O:16][CH2:17][CH2:18][S:19][C:20]2[N:24]=[C:23]([NH2:25])[NH:22][N:21]=2)=[CH:14][CH:13]=1. (5) Given the product [C:17]1([O:16][C:14](=[O:15])[NH:12][CH:3]2[CH:4]3[CH2:10][CH:8]4[CH2:7][CH:6]([CH2:11][CH:2]2[CH2:9]4)[CH2:5]3)[CH:22]=[CH:21][CH:20]=[CH:19][CH:18]=1, predict the reactants needed to synthesize it. The reactants are: Cl.[CH:2]12[CH2:11][CH:6]3[CH2:7][CH:8]([CH2:10][CH:4]([CH2:5]3)[CH:3]1[NH2:12])[CH2:9]2.Cl[C:14]([O:16][C:17]1[CH:22]=[CH:21][CH:20]=[CH:19][CH:18]=1)=[O:15]. (6) Given the product [NH2:28][C:24]1[CH:23]=[C:22]([C:20]2[N:19]=[CH:18][N:17]([C:15]([N:14]([CH:11]3[CH2:12][CH2:13][N:8]([CH2:1][C:2]4[CH:3]=[CH:4][CH:5]=[CH:6][CH:7]=4)[CH2:9][CH2:10]3)[CH3:31])=[O:16])[CH:21]=2)[CH:27]=[CH:26][CH:25]=1, predict the reactants needed to synthesize it. The reactants are: [CH2:1]([N:8]1[CH2:13][CH2:12][CH:11]([N:14]([CH3:31])[C:15]([N:17]2[CH:21]=[C:20]([C:22]3[CH:27]=[CH:26][CH:25]=[C:24]([N+:28]([O-])=O)[CH:23]=3)[N:19]=[CH:18]2)=[O:16])[CH2:10][CH2:9]1)[C:2]1[CH:7]=[CH:6][CH:5]=[CH:4][CH:3]=1.